Dataset: Catalyst prediction with 721,799 reactions and 888 catalyst types from USPTO. Task: Predict which catalyst facilitates the given reaction. (1) Reactant: [CH3:1][C:2]1[CH:7]=[CH:6][C:5]([NH2:8])=[CH:4][C:3]=1[NH:9][C:10]1[O:11][C:12]([C:15]2[CH:16]=[N:17][CH:18]=[CH:19][CH:20]=2)=[CH:13][N:14]=1.[CH3:21][N:22]([CH3:32])[C:23]1[CH:24]=[C:25]([CH:29]=[CH:30][CH:31]=1)[C:26](O)=[O:27].Cl.CN(C)CCCN=C=NCC.ON1C2C=CC=CC=2N=N1.C(N(CC)CC)C. Product: [CH3:21][N:22]([CH3:32])[C:23]1[CH:24]=[C:25]([CH:29]=[CH:30][CH:31]=1)[C:26]([NH:8][C:5]1[CH:6]=[CH:7][C:2]([CH3:1])=[C:3]([NH:9][C:10]2[O:11][C:12]([C:15]3[CH:16]=[N:17][CH:18]=[CH:19][CH:20]=3)=[CH:13][N:14]=2)[CH:4]=1)=[O:27]. The catalyst class is: 3. (2) Reactant: C(N(CC)CC)C.[Br:8][C:9]1[CH:15]=[CH:14][C:12]([NH2:13])=[CH:11][CH:10]=1.[Cl:16][C:17]1[CH:18]=[C:19]([CH2:23][CH2:24][C:25](O)=[O:26])[CH:20]=[CH:21][CH:22]=1.CCN=C=NCCCN(C)C.C([O-])(O)=O.[Na+]. Product: [Br:8][C:9]1[CH:15]=[CH:14][C:12]([NH:13][C:25](=[O:26])[CH2:24][CH2:23][C:19]2[CH:20]=[CH:21][CH:22]=[C:17]([Cl:16])[CH:18]=2)=[CH:11][CH:10]=1. The catalyst class is: 34. (3) Reactant: [Cl:1][C:2]1[CH:3]=[C:4]([C:9]([OH:18])([C:14]([F:17])([F:16])[F:15])[C:10]#[C:11][CH2:12][OH:13])[CH:5]=[C:6]([Cl:8])[CH:7]=1.CC(C)=[O:21].OS(O)(=O)=O.O=[Cr](=O)=O. Product: [Cl:1][C:2]1[CH:3]=[C:4]([C:9]([OH:18])([C:14]([F:15])([F:16])[F:17])[C:10]#[C:11][C:12]([OH:21])=[O:13])[CH:5]=[C:6]([Cl:8])[CH:7]=1. The catalyst class is: 95. (4) Reactant: [CH3:1][O:2][C:3]([CH:5](P(OC)(OC)=O)[NH:6][C:7]([O:9][CH2:10][C:11]1[CH:16]=[CH:15][CH:14]=[CH:13][CH:12]=1)=[O:8])=[O:4].[CH3:23][C:24]1[CH:28]=[CH:27][S:26][C:25]=1[CH:29]=O.C1CCN2C(=NCCC2)CC1. Product: [CH2:10]([O:9][C:7]([NH:6]/[C:5](=[CH:29]\[C:25]1[S:26][CH:27]=[CH:28][C:24]=1[CH3:23])/[C:3]([O:2][CH3:1])=[O:4])=[O:8])[C:11]1[CH:12]=[CH:13][CH:14]=[CH:15][CH:16]=1. The catalyst class is: 2. (5) Reactant: C[Si](C)(C)[N-][Si](C)(C)C.[Li+].[CH3:11][O:12][C:13](=[O:21])[CH2:14][CH:15]1[CH2:20][CH2:19][CH2:18][CH2:17][CH2:16]1.[CH3:22]I. Product: [CH:15]1([CH:14]([CH3:22])[C:13]([O:12][CH3:11])=[O:21])[CH2:16][CH2:17][CH2:18][CH2:19][CH2:20]1. The catalyst class is: 30. (6) Reactant: [C:1]([O:5][C:6](=[O:14])[NH:7][CH2:8][CH2:9][O:10][CH2:11][CH2:12][I:13])([CH3:4])([CH3:3])[CH3:2].[C:15]1([P:21]([C:28]2[CH:33]=[CH:32][CH:31]=[CH:30][CH:29]=2)[C:22]2[CH:27]=[CH:26][CH:25]=[CH:24][CH:23]=2)[CH:20]=[CH:19][CH:18]=[CH:17][CH:16]=1. Product: [I-:13].[CH3:2][C:1]([CH3:4])([CH3:3])[O:5][C:6](=[O:14])[NH:7][CH2:8][CH2:9][O:10][CH2:11][CH2:12][P+:21]([C:22]1[CH:23]=[CH:24][CH:25]=[CH:26][CH:27]=1)([C:28]1[CH:33]=[CH:32][CH:31]=[CH:30][CH:29]=1)[C:15]1[CH:16]=[CH:17][CH:18]=[CH:19][CH:20]=1. The catalyst class is: 13.